Task: Predict the reactants needed to synthesize the given product.. Dataset: Full USPTO retrosynthesis dataset with 1.9M reactions from patents (1976-2016) (1) Given the product [CH:9]1([N:8]2[C:46](=[O:45])[NH:1][C:2]3[C:7]2=[N:6][C:5]([C:14]2[CH:19]=[CH:18][CH:17]=[C:16]([OH:20])[CH:15]=2)=[N:4][C:3]=3[C:21]([NH2:26])=[O:22])[CH2:10][CH2:11][CH2:12][CH2:13]1, predict the reactants needed to synthesize it. The reactants are: [NH2:1][C:2]1[C:3]([C:21](OCC)=[O:22])=[N:4][C:5]([C:14]2[CH:19]=[CH:18][CH:17]=[C:16]([OH:20])[CH:15]=2)=[N:6][C:7]=1[NH:8][CH:9]1[CH2:13][CH2:12][CH2:11][CH2:10]1.[NH2:26]C1C(C(OCC)=O)=NC(Cl)=NC=1NC1CCCC1.[OH:45][C:46]1C=C(B(O)O)C=CC=1.P([O-])([O-])([O-])=O.[K+].[K+].[K+].C1(P(C2CCCCC2)C2C=CC=CC=2C2C(OC)=CC=CC=2OC)CCCCC1. (2) Given the product [CH3:48][N:7]([S:4]([CH:2]([CH3:3])[CH3:1])(=[O:6])=[O:5])[C:8]1[CH:9]=[C:10]([CH:41]=[CH:42][CH:43]=1)[CH2:11][NH:12][CH2:20][CH2:21][N:22]1[CH:31]([CH2:32][C:33]2[CH:38]=[CH:37][C:36]([F:39])=[CH:35][CH:34]=2)[CH2:30][C:29]2[C:24](=[CH:25][CH:26]=[C:27]([F:40])[CH:28]=2)[CH2:23]1, predict the reactants needed to synthesize it. The reactants are: [CH3:1][CH:2]([S:4]([NH:7][C:8]1[CH:9]=[C:10]([CH:41]=[CH:42][CH:43]=1)[CH2:11][N:12]([CH2:20][CH2:21][N:22]1[CH:31]([CH2:32][C:33]2[CH:38]=[CH:37][C:36]([F:39])=[CH:35][CH:34]=2)[CH2:30][C:29]2[C:24](=[CH:25][CH:26]=[C:27]([F:40])[CH:28]=2)[CH2:23]1)C(=O)OC(C)(C)C)(=[O:6])=[O:5])[CH3:3].[H-].[Na+].IC.[C:48](=O)(O)[O-].[Na+]. (3) Given the product [Cl:1][CH:2]([CH2:12][S:13]([F:18])([F:17])([F:14])([F:15])[F:16])[CH2:3][CH2:4][CH2:5][CH2:6][CH2:7][S:8]([O-:11])(=[O:10])=[O:9].[Na+:20], predict the reactants needed to synthesize it. The reactants are: [Cl:1][CH:2]([CH2:12][S:13]([F:18])([F:17])([F:16])([F:15])[F:14])[CH2:3][CH2:4][CH2:5][CH2:6][CH2:7][S:8]([OH:11])(=[O:10])=[O:9].[OH-].[Na+:20]. (4) Given the product [CH3:19][Si:18]([CH3:21])([CH3:20])[CH2:17][CH2:16][O:15][CH2:14][N:10]1[C:9]2[C:8]3[CH:22]=[CH:23][CH:24]=[CH:25][C:7]=3[O:6][C:5]3[CH:26]=[CH:27][CH:2]=[CH:3][C:4]=3[C:13]=2[N:12]=[CH:11]1, predict the reactants needed to synthesize it. The reactants are: Cl[C:2]1[CH:27]=[CH:26][C:5]2[O:6][C:7]3[CH:25]=[CH:24][CH:23]=[CH:22][C:8]=3[C:9]3[N:10]([CH2:14][O:15][CH2:16][CH2:17][Si:18]([CH3:21])([CH3:20])[CH3:19])[CH:11]=[N:12][C:13]=3[C:4]=2[CH:3]=1.ClC1C=CC2OC3C=CC=CC=3C3N=CN(COCC[Si](C)(C)C)C=3C=2C=1.ClC1C=CC2SC3C=CC=CC=3C3N(COCC[Si](C)(C)C)C=NC=3C=2C=1.ClC1C=CC2SC3C=CC=CC=3C3N=CN(COCC[Si](C)(C)C)C=3C=2C=1. (5) Given the product [F:1][C@@H:2]1[C@@H:6]([CH2:7][I:37])[O:5][C@@H:4]([N:9]2[CH:16]=[CH:15][C:13](=[O:14])[NH:12][C:10]2=[O:11])[C@@H:3]1[OH:17], predict the reactants needed to synthesize it. The reactants are: [F:1][C@@H:2]1[C@@H:6]([CH2:7]O)[O:5][C@@H:4]([N:9]2[CH:16]=[CH:15][C:13](=[O:14])[NH:12][C:10]2=[O:11])[C@@H:3]1[OH:17].C1C=CC(P(C2C=CC=CC=2)C2C=CC=CC=2)=CC=1.[I:37]I.O. (6) Given the product [Cl:1][C:2]1[C:3]([CH3:11])=[N+:4]([O-:13])[CH:5]=[C:6]([CH3:10])[C:7]=1[O:8][CH3:9], predict the reactants needed to synthesize it. The reactants are: [Cl:1][C:2]1[C:3]([CH3:11])=[N:4][CH:5]=[C:6]([CH3:10])[C:7]=1[O:8][CH3:9].C(N)(N)=[O:13].OO.C1(=O)OC(=O)C2=CC=CC=C12.S([O-])([O-])(=O)=S.[Na+].[Na+]. (7) Given the product [Cl:13][C:14]1[CH:15]=[C:16]([CH:22]=[CH:23][C:24]=1[S:25](=[O:39])(=[O:38])[N:26]([C:2]1[C:7]([Cl:8])=[CH:6][C:5]([C:9]([F:12])([F:11])[F:10])=[CH:4][N:3]=1)[CH2:27][C:28]1[CH:29]=[C:30]2[C:34](=[CH:35][CH:36]=1)[N:33]([CH3:37])[CH:32]=[CH:31]2)[C:17]([O:19][CH2:20][CH3:21])=[O:18], predict the reactants needed to synthesize it. The reactants are: Cl[C:2]1[C:7]([Cl:8])=[CH:6][C:5]([C:9]([F:12])([F:11])[F:10])=[CH:4][N:3]=1.[Cl:13][C:14]1[CH:15]=[C:16]([CH:22]=[CH:23][C:24]=1[S:25](=[O:39])(=[O:38])[NH:26][CH2:27][C:28]1[CH:29]=[C:30]2[C:34](=[CH:35][CH:36]=1)[N:33]([CH3:37])[CH:32]=[CH:31]2)[C:17]([O:19][CH2:20][CH3:21])=[O:18]. (8) Given the product [Cl:19][C:13]1[C:14]([Cl:18])=[CH:15][CH:16]=[CH:17][C:12]=1[S:9]([NH:8][C:5]1[C:4]([O:28][CH3:29])=[N:3][C:2]([O:30][CH2:31][CH3:32])=[CH:7][N:6]=1)(=[O:10])=[O:11], predict the reactants needed to synthesize it. The reactants are: Br[C:2]1[N:3]=[C:4]([O:28][CH3:29])[C:5]([N:8](COCC[Si](C)(C)C)[S:9]([C:12]2[CH:17]=[CH:16][CH:15]=[C:14]([Cl:18])[C:13]=2[Cl:19])(=[O:11])=[O:10])=[N:6][CH:7]=1.[O-:30][CH2:31][CH3:32].[Na+].